Dataset: Forward reaction prediction with 1.9M reactions from USPTO patents (1976-2016). Task: Predict the product of the given reaction. (1) Given the reactants Cl[C:2]1[CH:7]=[C:6]([CH2:8][CH3:9])[N:5]=[C:4]([CH:10]2[CH2:14][CH2:13][CH2:12][CH2:11]2)[N:3]=1.CC1(C)C(C)(C)OB([CH2:23][C:24]2[CH:29]=[CH:28][C:27]([CH2:30][C:31]([O:33][CH3:34])=[O:32])=[CH:26][CH:25]=2)O1.C([O-])([O-])=O.[Na+].[Na+], predict the reaction product. The product is: [CH:10]1([C:4]2[N:3]=[C:2]([CH2:23][C:24]3[CH:25]=[CH:26][C:27]([CH2:30][C:31]([O:33][CH3:34])=[O:32])=[CH:28][CH:29]=3)[CH:7]=[C:6]([CH2:8][CH3:9])[N:5]=2)[CH2:11][CH2:12][CH2:13][CH2:14]1. (2) Given the reactants [F:1][C:2]1[CH:9]=[CH:8][C:7]([CH2:10][CH2:11][C:12]2([OH:32])[CH2:17][CH2:16][N:15]([C:18](=[O:31])[CH2:19][C:20]3[CH:25]=[CH:24][C:23]([N:26]4[CH:30]=[N:29][N:28]=[N:27]4)=[CH:22][CH:21]=3)[CH2:14][CH2:13]2)=[CH:6][C:3]=1[C:4]#[N:5].[C:33](OC(=O)C)(=[O:35])[CH3:34], predict the reaction product. The product is: [C:33]([O:32][C:12]1([CH2:11][CH2:10][C:7]2[CH:8]=[CH:9][C:2]([F:1])=[C:3]([C:4]#[N:5])[CH:6]=2)[CH2:17][CH2:16][N:15]([C:18](=[O:31])[CH2:19][C:20]2[CH:25]=[CH:24][C:23]([N:26]3[CH:30]=[N:29][N:28]=[N:27]3)=[CH:22][CH:21]=2)[CH2:14][CH2:13]1)(=[O:35])[CH3:34]. (3) Given the reactants [CH:1]1([O:6][C:7]2[CH:12]=[CH:11][C:10]([CH2:13][OH:14])=[CH:9][C:8]=2[F:15])[CH2:5][CH2:4][CH2:3][CH2:2]1.Cl[C:17]1[CH:28]=[C:21]2[N:22]([CH3:27])[C@@H:23]([CH3:26])[CH2:24][CH2:25][N:20]2[C:19](=[O:29])[N:18]=1, predict the reaction product. The product is: [CH:1]1([O:6][C:7]2[CH:12]=[CH:11][C:10]([CH2:13][O:14][C:17]3[CH:28]=[C:21]4[N:22]([CH3:27])[C@@H:23]([CH3:26])[CH2:24][CH2:25][N:20]4[C:19](=[O:29])[N:18]=3)=[CH:9][C:8]=2[F:15])[CH2:2][CH2:3][CH2:4][CH2:5]1. (4) Given the reactants C(NC([N:6]1[C:14]2[C:9](=[CH:10][CH:11]=[C:12]([O:19][C:20](=O)C)[C:13]=2[CH2:15][CH:16]2C[O:17]2)[CH:8]=[N:7]1)=O)C.C(=O)([O-])[O-].[K+].[K+].O.Cl, predict the reaction product. The product is: [NH:6]1[C:14]2[C:9](=[CH:10][CH:11]=[C:12]3[O:19][CH2:20][CH:16]([OH:17])[CH2:15][C:13]3=2)[CH:8]=[N:7]1. (5) The product is: [CH:16]1([CH2:15][NH:14][CH2:12][CH:7]2[CH2:11][CH2:10]2)[CH2:18][CH2:17]1. Given the reactants [H-].[Al+3].[Li+].[H-].[H-].[H-].[C:7]1([C:12]([NH:14][CH2:15][CH3:16])=O)[CH2:11][CH2:10]CC=1.[CH3:17][CH2:18]OCC, predict the reaction product. (6) Given the reactants [C:1]([C:3]1[CH:8]=[CH:7][CH:6]=[CH:5][C:4]=1[C:9]1[C:10](=[O:28])[N:11]([C:22]2[CH:27]=[CH:26][CH:25]=[CH:24][CH:23]=2)[CH:12]=[C:13]([C:15]2[CH:19]=[CH:18][S:17][C:16]=2[CH:20]=O)[CH:14]=1)#[N:2].[CH2:29]([NH:31][CH2:32][CH3:33])[CH3:30].C(O[BH-](OC(=O)C)OC(=O)C)(=O)C.[Na+].[OH-].[Na+], predict the reaction product. The product is: [C:1]([C:3]1[CH:8]=[CH:7][CH:6]=[CH:5][C:4]=1[C:9]1[C:10](=[O:28])[N:11]([C:22]2[CH:27]=[CH:26][CH:25]=[CH:24][CH:23]=2)[CH:12]=[C:13]([C:15]2[CH:19]=[CH:18][S:17][C:16]=2[CH2:20][N:31]([CH2:32][CH3:33])[CH2:29][CH3:30])[CH:14]=1)#[N:2]. (7) Given the reactants Br[C:2]1[CH:7]=[C:6]([CH2:8][CH2:9][S:10]([N:13]2[CH2:18][CH2:17][O:16][CH2:15][CH2:14]2)(=[O:12])=[O:11])[CH:5]=[CH:4][C:3]=1[NH2:19].CCO.C([O-])([O-])=O.[Na+].[Na+].[C:29]1(B(O)O)[CH2:34][CH2:33][CH2:32][CH2:31][CH:30]=1, predict the reaction product. The product is: [C:29]1([C:2]2[CH:7]=[C:6]([CH2:8][CH2:9][S:10]([N:13]3[CH2:18][CH2:17][O:16][CH2:15][CH2:14]3)(=[O:12])=[O:11])[CH:5]=[CH:4][C:3]=2[NH2:19])[CH2:34][CH2:33][CH2:32][CH2:31][CH:30]=1. (8) The product is: [CH2:1]([O:3][C:4](=[O:22])[CH2:5][N:6]1[CH:11]=[C:10]([CH3:28])[N:9]=[C:8]([NH:13][CH2:14][CH2:15][CH:16]2[CH2:20][CH2:19][CH2:18][N:17]2[CH2:26][CH:23]2[CH2:24][CH2:25]2)[C:7]1=[O:21])[CH3:2]. Given the reactants [CH2:1]([O:3][C:4](=[O:22])[CH2:5][N:6]1[C:11](C)=[CH:10][N:9]=[C:8]([NH:13][CH2:14][CH2:15][CH:16]2[CH2:20][CH2:19][CH2:18][NH:17]2)[C:7]1=[O:21])[CH3:2].[CH:23]1([CH:26]=O)[CH2:25][CH2:24]1.[CH2:28](N(CC)CC)C.ClC(Cl)C, predict the reaction product.